This data is from Full USPTO retrosynthesis dataset with 1.9M reactions from patents (1976-2016). The task is: Predict the reactants needed to synthesize the given product. (1) The reactants are: [CH3:1][C:2]1([CH3:33])[CH2:10][C:9]2[N:8]([C:11]3[CH:19]=[CH:18][C:14]([C:15]([NH2:17])=[O:16])=[C:13]([NH:20][C@H:21]4[CH2:26][CH2:25][C@H:24]([OH:27])[CH2:23][CH2:22]4)[CH:12]=3)[CH:7]=[C:6]([C:28]([F:31])([F:30])[F:29])[C:5]=2[C:4](=[O:32])[CH2:3]1.Cl.CN(C)CCCN=C=NCC.[C:46]([O:50][C:51]([NH:53][CH2:54][C:55](O)=[O:56])=[O:52])([CH3:49])([CH3:48])[CH3:47]. Given the product [C:46]([O:50][C:51]([NH:53][CH2:54][C:55]([O:27][C@H:24]1[CH2:23][CH2:22][C@H:21]([NH:20][C:13]2[CH:12]=[C:11]([N:8]3[C:9]4[CH2:10][C:2]([CH3:33])([CH3:1])[CH2:3][C:4](=[O:32])[C:5]=4[C:6]([C:28]([F:31])([F:29])[F:30])=[CH:7]3)[CH:19]=[CH:18][C:14]=2[C:15](=[O:16])[NH2:17])[CH2:26][CH2:25]1)=[O:56])=[O:52])([CH3:49])([CH3:48])[CH3:47], predict the reactants needed to synthesize it. (2) The reactants are: C([O:3][C:4](=[O:16])[CH:5]([C:9]1[CH:14]=[CH:13][CH:12]=[C:11]([Br:15])[CH:10]=1)[N:6]([CH3:8])[CH3:7])C.[OH-].[K+].O.Cl. Given the product [Br:15][C:11]1[CH:10]=[C:9]([CH:5]([N:6]([CH3:8])[CH3:7])[C:4]([OH:16])=[O:3])[CH:14]=[CH:13][CH:12]=1, predict the reactants needed to synthesize it.